Dataset: Forward reaction prediction with 1.9M reactions from USPTO patents (1976-2016). Task: Predict the product of the given reaction. (1) The product is: [Br:1][CH2:2][CH2:3][CH2:4][CH2:5][CH2:6][CH2:7][CH2:8][CH2:9][O:10][C:11]1[CH:12]=[CH:13][C:14]([C:18]([CH3:21])([CH3:20])[CH3:19])=[CH:15][CH:16]=1. Given the reactants [Br:1][CH2:2][CH2:3][CH2:4][CH2:5][CH2:6][CH2:7][CH2:8][CH2:9][O:10][C:11]1[CH:16]=[CH:15][CH:14]=[C:13](C)[CH:12]=1.[C:18](C1C=CC(O)=CC=1)([CH3:21])([CH3:20])[CH3:19].BrCCCCCCCCBr.C([O-])([O-])=O.[K+].[K+], predict the reaction product. (2) The product is: [Br:18][CH2:19][CH2:20][N:5]1[CH:6]=[CH:7][C:8]2[C:13](=[CH:12][C:11]([C:14]([O:16][CH3:17])=[O:15])=[CH:10][CH:9]=2)[C:4]1=[O:3]. Given the reactants [H-].[Na+].[O:3]=[C:4]1[C:13]2[C:8](=[CH:9][CH:10]=[C:11]([C:14]([O:16][CH3:17])=[O:15])[CH:12]=2)[CH:7]=[CH:6][NH:5]1.[Br:18][CH2:19][CH2:20]Br, predict the reaction product. (3) Given the reactants [Br:1][C:2]1[CH:3]=[CH:4][C:5]([C:8]2([C:11]([OH:13])=O)[CH2:10][CH2:9]2)=[N:6][CH:7]=1.[CH3:14][NH:15][CH3:16], predict the reaction product. The product is: [CH3:14][N:15]([CH3:16])[C:11]([C:8]1([C:5]2[CH:4]=[CH:3][C:2]([Br:1])=[CH:7][N:6]=2)[CH2:10][CH2:9]1)=[O:13]. (4) Given the reactants [OH-].[K+].[CH2:3]([N:10]([CH2:24][C:25]1[CH:30]=[CH:29][CH:28]=[CH:27][CH:26]=1)[CH:11]([C:17]1([OH:23])[CH2:22][CH2:21][CH2:20][CH2:19][CH2:18]1)[C:12]([O:14]CC)=[O:13])[C:4]1[CH:9]=[CH:8][CH:7]=[CH:6][CH:5]=1.OS([O-])(=O)=O.[K+], predict the reaction product. The product is: [CH2:24]([N:10]([CH2:3][C:4]1[CH:9]=[CH:8][CH:7]=[CH:6][CH:5]=1)[CH:11]([C:17]1([OH:23])[CH2:18][CH2:19][CH2:20][CH2:21][CH2:22]1)[C:12]([OH:14])=[O:13])[C:25]1[CH:26]=[CH:27][CH:28]=[CH:29][CH:30]=1. (5) Given the reactants [NH:1]1[C:9]2[C:4](=[CH:5][C:6]([C:10]3[CH:15]=[C:14]([C:16]4[S:17][C:18]5[C:24]([C:25]6[CH:30]=[CH:29][C:28]([Cl:31])=[CH:27][CH:26]=6)=[C:23]([C@H:32]([O:38][C:39]([CH3:42])([CH3:41])[CH3:40])[C:33]([O:35][CH2:36][CH3:37])=[O:34])[C:22]([CH3:43])=[CH:21][C:19]=5[N:20]=4)[CH:13]=[CH:12][N:11]=3)=[CH:7][CH:8]=2)[CH:3]=[N:2]1.[CH:44]1(B(O)O)[CH2:46][CH2:45]1.C([O-])([O-])=O.[Na+].[Na+], predict the reaction product. The product is: [C:39]([O:38][C@@H:32]([C:23]1[C:22]([CH3:43])=[CH:21][C:19]2[N:20]=[C:16]([C:14]3[CH:13]=[CH:12][N:11]=[C:10]([C:6]4[CH:5]=[C:4]5[C:9](=[CH:8][CH:7]=4)[N:1]([CH:44]4[CH2:46][CH2:45]4)[N:2]=[CH:3]5)[CH:15]=3)[S:17][C:18]=2[C:24]=1[C:25]1[CH:26]=[CH:27][C:28]([Cl:31])=[CH:29][CH:30]=1)[C:33]([O:35][CH2:36][CH3:37])=[O:34])([CH3:42])([CH3:41])[CH3:40]. (6) Given the reactants C(OC([N:8]([CH2:42][C:43]([O:45]C(C)(C)C)=[O:44])[C:9]1[CH:14]=[CH:13][CH:12]=[C:11]([CH:15]([S:33]([C:36]2[CH:41]=[CH:40][CH:39]=[CH:38][N:37]=2)(=[O:35])=[O:34])[NH:16][CH2:17][C:18]2[CH:23]=[CH:22][C:21]([C:24]3[S:25][CH:26]=[C:27]([C:29]([F:32])([F:31])[F:30])[N:28]=3)=[CH:20][CH:19]=2)[N:10]=1)=O)(C)(C)C.C(OC(N(CC(OC(C)(C)C)=O)C1C=CC=C(C(CC2C=CC(N3C=CC=N3)=CC=2)NS(C2C=CC=CN=2)(=O)=O)N=1)=O)(C)(C)C, predict the reaction product. The product is: [N:37]1[CH:38]=[CH:39][CH:40]=[CH:41][C:36]=1[S:33]([CH:15]([NH:16][CH2:17][C:18]1[CH:23]=[CH:22][C:21]([C:24]2[S:25][CH:26]=[C:27]([C:29]([F:30])([F:31])[F:32])[N:28]=2)=[CH:20][CH:19]=1)[C:11]1[N:10]=[C:9]([NH:8][CH2:42][C:43]([OH:45])=[O:44])[CH:14]=[CH:13][CH:12]=1)(=[O:34])=[O:35].